Dataset: Experimentally validated miRNA-target interactions with 360,000+ pairs, plus equal number of negative samples. Task: Binary Classification. Given a miRNA mature sequence and a target amino acid sequence, predict their likelihood of interaction. (1) The miRNA is mmu-miR-338-5p with sequence AACAAUAUCCUGGUGCUGAGUG. The protein sequence of the target gene is MARRYDELPHYPGIVDGPAALASFPETVPAVPGPYGPHRPPQPLPPGLDSDGLKREKDEIYGHPLFPLLALVFEKCELATCSPRDGAGAGLGTPPGGDVCSSDSFNEDIAAFAKQVRSERPLFSSNPELDNLMIQAIQVLRFHLLELEKVHDLCDNFCHRYITCLKGKMPIDLVIEDRDGGCREDFEDYPASCPSLPDQNNMWIRDHEDSGSVHLGTPGPSSGGLASQSGDNSSDQGDGLDTSVASPSSGGEDEDLDQERRRNKKRGIFPKVATNIMRAWLFQHLSHPYPSEEQKKQLAQ.... Result: 0 (no interaction). (2) Result: 0 (no interaction). The protein sequence of the target gene is MARDYDHLFKLLIIGDSGVGKSSLLLRFADNTFSGSYITTIGVDFKIRTVEINGEKVKLQIWDTAGQERFRTITSTYYRGTHGVIVVYDVTSAESFVNVKRWLHEINQNCDDVCRILVGNKNDDPERKVVETEDAYKFAGQMGIQLFETSAKENVNVEEMFNCITELVLRAKKDNLAKQQQQQQNDVVKLTKNSKRKKRCC. The miRNA is hsa-miR-1471 with sequence GCCCGCGUGUGGAGCCAGGUGU. (3) Result: 1 (interaction). The miRNA is hsa-miR-4290 with sequence UGCCCUCCUUUCUUCCCUC. The protein sequence of the target gene is MSTGLRYKSKLATPEDKQDIDKQYVGFATLPNQVHRKSVKKGFDFTLMVAGESGLGKSTLVHSLFLTDLYKDRKLLSAEERISQTVEILKHTVDIEEKGVKLKLTIVDTPGFGDAVNNTECWKPITDYVDQQFEQYFRDESGLNRKNIQDNRVHCCLYFISPFGHGLRPVDVGFMKALHEKVNIVPLIAKADCLVPSEIRKLKERIREEIDKFGIHVYQFPECDSDEDEDFKQQDRELKESAPFAVIGSNTVVEAKGQRVRGRLYPWGIVEVENQAHCDFVKLRNMLIRTHMHDLKDVTC.... (4) The miRNA is hsa-miR-548ap-5p with sequence AAAAGUAAUUGCGGUCUUU. The protein sequence of the target gene is MSDLLLLGLIGGLTLLLLLTLLAFAGYSGLLAGVEVSAGSPPIRNVTVAYKFHMGLYGETGRLFTESCSISPKLRSIAVYYDNPHMVPPDKCRCAVGSILSEGEESPSPELIDLYQKFGFKVFSFPAPSHVVTATFPYTTILSIWLATRRVHPALDTYIKERKLCAYPRLEIYQEDQIHFMCPLARQGDFYVPEMKETEWKWRGLVEAIDTQVDGTGADTMSDTSSVSLEVSPGSRETSAATLSPGASSRGWDDGDTRSEHSYSESGASGSSFEELDLEGEGPLGESRLDPGTEPLGTTK.... Result: 0 (no interaction). (5) The miRNA is hsa-miR-6761-3p with sequence UCCUACGCUGCUCUCUCACUCC. The protein sequence of the target gene is MAWPGTGPSSRGAPGGVGLRLGLLLQFLLLLRPTLGFGDEEERRCDPIRIAMCQNLGYNVTKMPNLVGHELQTDAELQLTTFTPLIQYGCSSQLQFFLCSVYVPMCTEKINIPIGPCGGMCLSVKRRCEPVLREFGFAWPDTLNCSKFPPQNDHNHMCMEGPGDEEVPLPHKTPIQPGEECHSVGSNSDQYIWVKRSLNCVLKCGYDAGLYSRSAKEFTDIWMAVWASLCFISTTFTVLTFLIDSSRFSYPERPIIFLSMCYNIYSIAYIVRLTVGRERISCDFEEAAEPVLIQEGLKNT.... Result: 0 (no interaction). (6) The miRNA is hsa-miR-1288-3p with sequence UGGACUGCCCUGAUCUGGAGA. The protein sequence of the target gene is MKLHCCLFTLVASIIVPAAFVLEDVDFDQMVSLEANRSSYNASFPSSFELSASSHSDDDVIIAKEGTSVSIECLLTASHYEDVHWHNSKGQQLDGRSRGGKWLVSDNFLNITNVAFDDRGLYTCFVTSPIRASYSVTLRVIFTSGDMSVYYMIVCLIAFTITLILNVTRLCMMSSHLRKTEKAINEFFRTEGAEKLQKAFEIAKRIPIITSAKTLELAKVTQFKTMEFARYIEELARSVPLPPLILNCRAFVEEMFEAVRVDDPDDLGERIKERPALNAQGGIYVINPEMGRSNSPGGDS.... Result: 0 (no interaction). (7) The miRNA is cel-miR-1-3p with sequence UGGAAUGUAAAGAAGUAUGUA. The protein sequence of the target gene is MCRSLRYCVSHCLYLAMTRLEEVNREVNMHSSVRYLGYLARINLLVAICLGLYVRWEKTANSLILVIFILGLFVLGIASILYYYFSMEAASLSLSNLWFGFLLGLLCFLDNSSFKSDVKEETTKYLLLTSIVLRILCALVERISGYVRHRPTLLTTVEFLELVGFAIASTTMLVEKSLSVILLVMALAMLIIDLRMKSFLAIPNLIIFSVLLFFSSLETPQNPIAFACFFICLVTDPFLDIYFSGLSVTERWKPFLHRGRICRRLSVLFTAMIELTFFILSAFKLRDTHLWYFVIPGFSI.... Result: 0 (no interaction). (8) The miRNA is hsa-miR-6075 with sequence ACGGCCCAGGCGGCAUUGGUG. The protein sequence of the target gene is MSNLKMKEAALIYLDRSGGLQKFIDDCKYYNDSKQSYAVYRFKILINPSDVVELDAELGNHILHQPLKAAEVFQSVCFIAVKTLSLIGQLQTETQINIVLKLTHLPPLPSYGLDLCEFPLDYTSQRFYMMQGIVIAMTTITKYTQGARFLCSDEACPLSKGFQYIRVHVPGATESATIRNDFLCNLCASSLQEDRKFRVLGDKQIVEIIATKALRAFQGYSNNQPFRFQSLTIFLRDESVNKMNIGNEYKIIGIPTCVKTSQTAVCIEANSITFCNSKVPSGISDNFRCLLSLTSSSCWK.... Result: 0 (no interaction). (9) The miRNA is mmu-let-7d-5p with sequence AGAGGUAGUAGGUUGCAUAGUU. The protein sequence of the target gene is MRGMNLQLVCLTLLAFSSWSLCSDSEEDVRALEADLLTNMHTSKISKASPPSWKMTLLNVCSLINNVNSPAEEAGDMHDDDLVGKRKLPLVLDGFSLEAMLTIFQLQKICRSRAFQHWEIIQEDILDNVNDKNEKEEVIKRKIPYILKRQLYENKPRRPYILKRGSYYY. Result: 0 (no interaction).